This data is from Reaction yield outcomes from USPTO patents with 853,638 reactions. The task is: Predict the reaction yield, written as a fraction of the theoretical maximum amount of product (1.0 means a 100% yield; for example, 0.34 means a 34% yield). (1) The yield is 0.720. The catalyst is C(OCC)(=O)C. The reactants are [NH:1]1[CH2:9][CH2:8][CH:4]([C:5]([OH:7])=[O:6])[CH2:3][CH2:2]1.C(=O)(O)[O-].[Na+].Cl[C:16]([O:18][CH2:19][C:20]1[CH:25]=[CH:24][CH:23]=[CH:22][CH:21]=1)=[O:17]. The product is [CH2:19]([O:18][C:16]([N:1]1[CH2:9][CH2:8][CH:4]([C:5]([OH:7])=[O:6])[CH2:3][CH2:2]1)=[O:17])[C:20]1[CH:25]=[CH:24][CH:23]=[CH:22][CH:21]=1. (2) The reactants are Br[C:2]1[C:7]([CH:8]=[O:9])=[CH:6][C:5]([Cl:10])=[N:4][CH:3]=1.[Cl:11][C:12]1[CH:17]=[CH:16][CH:15]=[CH:14][C:13]=1[C:18]#[CH:19].C(N(CC)C(C)C)(C)C. The catalyst is O1CCOCC1.C(OCC)(=O)C.[Cu]I.Cl[Pd](Cl)([P](C1C=CC=CC=1)(C1C=CC=CC=1)C1C=CC=CC=1)[P](C1C=CC=CC=1)(C1C=CC=CC=1)C1C=CC=CC=1. The product is [Cl:10][C:5]1[CH:6]=[C:7]([C:2]([C:19]#[C:18][C:13]2[CH:14]=[CH:15][CH:16]=[CH:17][C:12]=2[Cl:11])=[CH:3][N:4]=1)[CH:8]=[O:9]. The yield is 0.880. (3) The yield is 0.750. The catalyst is CCN(CC)CC.C(Cl)Cl. The reactants are [I:1]N1C(C)(C)C(=O)N(C)C1=O.[CH3:12][O:13][C:14]1[CH:24]=[CH:23][C:17]([CH:18]=[CH:19]C(O)=O)=[CH:16][CH:15]=1. The product is [I:1]/[CH:19]=[CH:18]/[C:17]1[CH:23]=[CH:24][C:14]([O:13][CH3:12])=[CH:15][CH:16]=1. (4) The reactants are [CH3:1][O:2][CH2:3][CH2:4][NH:5][CH2:6][C:7]([O:9][CH3:10])=[O:8].C(N(CC)C(C)C)(C)C.[F:20][C:21]1[CH:26]=[CH:25][C:24]([S:27](Cl)(=[O:29])=[O:28])=[CH:23][CH:22]=1.C(OCC)(=O)C. The catalyst is C(Cl)Cl. The product is [F:20][C:21]1[CH:26]=[CH:25][C:24]([S:27]([N:5]([CH2:6][C:7]([O:9][CH3:10])=[O:8])[CH2:4][CH2:3][O:2][CH3:1])(=[O:29])=[O:28])=[CH:23][CH:22]=1. The yield is 0.630. (5) The reactants are Cl[C:2]1[C:7]2[NH:8][C:9]3[C:14]([C:6]=2[C:5]([C:16]2[CH:21]=[CH:20][CH:19]=[C:18]([S:22]([CH2:25][CH3:26])(=[O:24])=[O:23])[CH:17]=2)=[CH:4][N:3]=1)=[CH:13][C:12]([CH3:15])=[CH:11][N:10]=3.[O-:27][CH2:28][CH3:29].[Na+]. The catalyst is C(O)C. The product is [CH2:25]([S:22]([C:18]1[CH:17]=[C:16]([C:5]2[C:6]3[C:14]4[CH:13]=[C:12]([CH3:15])[CH:11]=[N:10][C:9]=4[NH:8][C:7]=3[C:2]([O:27][CH2:28][CH3:29])=[N:3][CH:4]=2)[CH:21]=[CH:20][CH:19]=1)(=[O:24])=[O:23])[CH3:26]. The yield is 0.780. (6) The reactants are [Cl:1][C:2]1[CH:3]=[CH:4][C:5]([O:25][CH3:26])=[C:6]([NH:8][C:9](=[O:24])[CH2:10][N:11]2[C:15]3[CH2:16][NH:17][CH2:18][CH2:19][C:14]=3[C:13]([C:20]([F:23])([F:22])[F:21])=[N:12]2)[CH:7]=1.[CH:27](=O)[C:28]1[CH:33]=[CH:32][CH:31]=[CH:30][CH:29]=1.C([BH3-])#N.[Na+]. The catalyst is CO. The product is [CH2:27]([N:17]1[CH2:18][CH2:19][C:14]2[C:13]([C:20]([F:23])([F:22])[F:21])=[N:12][N:11]([CH2:10][C:9]([NH:8][C:6]3[CH:7]=[C:2]([Cl:1])[CH:3]=[CH:4][C:5]=3[O:25][CH3:26])=[O:24])[C:15]=2[CH2:16]1)[C:28]1[CH:33]=[CH:32][CH:31]=[CH:30][CH:29]=1. The yield is 0.340. (7) The reactants are I.[NH2:2][C:3]1[C:4]([C:11]([NH:13][C:14](=[NH:17])[S:15][CH3:16])=[O:12])=[N:5][C:6]([Cl:10])=[C:7]([NH2:9])[N:8]=1.[CH2:18]([O:25][C:26](ON1C(=O)CCC1=O)=[O:27])[C:19]1[CH:24]=[CH:23][CH:22]=[CH:21][CH:20]=1. The catalyst is CN(C=O)C.C(N(CC)CC)C. The product is [C:26]([N:13]([C:11]([C:4]1[C:3]([NH2:2])=[N:8][C:7]([NH2:9])=[C:6]([Cl:10])[N:5]=1)=[O:12])[C:14](=[NH:17])[S:15][CH3:16])([O:25][CH2:18][C:19]1[CH:24]=[CH:23][CH:22]=[CH:21][CH:20]=1)=[O:27]. The yield is 0.830. (8) The reactants are Cl.[N:2]12[CH2:9][CH2:8][CH:5]([CH2:6][CH2:7]1)[CH:4]([NH2:10])[CH2:3]2.[N:11]([CH2:14][C:15]1[CH:20]=[CH:19][CH:18]=[CH:17][CH:16]=1)=[C:12]=[O:13]. The catalyst is CN(C=O)C.C(N(CC)CC)C. The product is [CH2:14]([NH:11][C:12]([NH:10][CH:4]1[CH:5]2[CH2:8][CH2:9][N:2]([CH2:7][CH2:6]2)[CH2:3]1)=[O:13])[C:15]1[CH:20]=[CH:19][CH:18]=[CH:17][CH:16]=1. The yield is 0.550. (9) The reactants are [N:1]1[CH:6]=[CH:5][C:4](B(O)O)=[CH:3][CH:2]=1.Cl[C:11]1[C:16]([N+:17]([O-:19])=[O:18])=[C:15]([NH2:20])[CH:14]=[CH:13][N:12]=1.C([O-])([O-])=O.[Na+].[Na+].CCOC(C)=O. The catalyst is O1CCOCC1.O.C1C=CC(P(C2C=CC=CC=2)[C-]2C=CC=C2)=CC=1.C1C=CC(P(C2C=CC=CC=2)[C-]2C=CC=C2)=CC=1.Cl[Pd]Cl.[Fe+2]. The product is [N+:17]([C:16]1[C:11]([C:4]2[CH:5]=[CH:6][N:1]=[CH:2][CH:3]=2)=[N:12][CH:13]=[CH:14][C:15]=1[NH2:20])([O-:19])=[O:18]. The yield is 0.546. (10) The reactants are [CH3:1][C:2]1[N:3]=[C:4]([CH:7]=O)[S:5][CH:6]=1.[C:9]12([NH2:19])[CH2:18][CH:13]3[CH2:14][CH:15]([CH2:17][CH:11]([CH2:12]3)[CH2:10]1)[CH2:16]2. No catalyst specified. The product is [C:9]12([NH:19][CH2:7][C:4]3[S:5][CH:6]=[C:2]([CH3:1])[N:3]=3)[CH2:16][CH:15]3[CH2:14][CH:13]([CH2:12][CH:11]([CH2:17]3)[CH2:10]1)[CH2:18]2. The yield is 0.700.